From a dataset of NCI-60 drug combinations with 297,098 pairs across 59 cell lines. Regression. Given two drug SMILES strings and cell line genomic features, predict the synergy score measuring deviation from expected non-interaction effect. (1) Drug 1: CC1=C(C(CCC1)(C)C)C=CC(=CC=CC(=CC(=O)O)C)C. Drug 2: C1CC(=O)NC(=O)C1N2C(=O)C3=CC=CC=C3C2=O. Cell line: SK-MEL-28. Synergy scores: CSS=2.32, Synergy_ZIP=-1.43, Synergy_Bliss=-3.10, Synergy_Loewe=-14.4, Synergy_HSA=-4.97. (2) Drug 1: C1=NNC2=C1C(=O)NC=N2. Drug 2: CC(C)NC(=O)C1=CC=C(C=C1)CNNC.Cl. Cell line: SK-MEL-5. Synergy scores: CSS=2.36, Synergy_ZIP=0.674, Synergy_Bliss=2.81, Synergy_Loewe=0.280, Synergy_HSA=0.642. (3) Drug 1: C(=O)(N)NO. Drug 2: B(C(CC(C)C)NC(=O)C(CC1=CC=CC=C1)NC(=O)C2=NC=CN=C2)(O)O. Cell line: SNB-19. Synergy scores: CSS=49.2, Synergy_ZIP=3.03, Synergy_Bliss=2.51, Synergy_Loewe=-50.6, Synergy_HSA=0.463. (4) Drug 1: C1CC(C1)(C(=O)O)C(=O)O.[NH2-].[NH2-].[Pt+2]. Drug 2: COC1=C2C(=CC3=C1OC=C3)C=CC(=O)O2. Cell line: ACHN. Synergy scores: CSS=13.3, Synergy_ZIP=-2.46, Synergy_Bliss=0.928, Synergy_Loewe=-6.58, Synergy_HSA=-0.573. (5) Drug 1: CN(C)C1=NC(=NC(=N1)N(C)C)N(C)C. Drug 2: C1=CC(=CC=C1CCCC(=O)O)N(CCCl)CCCl. Cell line: OVCAR-8. Synergy scores: CSS=12.1, Synergy_ZIP=-4.93, Synergy_Bliss=2.71, Synergy_Loewe=-13.5, Synergy_HSA=-1.73. (6) Drug 1: C1=NC2=C(N=C(N=C2N1C3C(C(C(O3)CO)O)O)F)N. Drug 2: CC(C)NC(=O)C1=CC=C(C=C1)CNNC.Cl. Cell line: OVCAR3. Synergy scores: CSS=3.46, Synergy_ZIP=5.37, Synergy_Bliss=3.16, Synergy_Loewe=-4.59, Synergy_HSA=-5.59. (7) Drug 1: C1CN1P(=S)(N2CC2)N3CC3. Drug 2: CC12CCC3C(C1CCC2O)C(CC4=C3C=CC(=C4)O)CCCCCCCCCS(=O)CCCC(C(F)(F)F)(F)F. Cell line: OVCAR-5. Synergy scores: CSS=3.63, Synergy_ZIP=-1.56, Synergy_Bliss=2.69, Synergy_Loewe=-5.56, Synergy_HSA=-0.426.